This data is from Retrosynthesis with 50K atom-mapped reactions and 10 reaction types from USPTO. The task is: Predict the reactants needed to synthesize the given product. (1) Given the product NC(=O)c1c(Nc2ccc(C(=O)O)cc2)n[nH]c1N=Cc1ccc(O)cc1, predict the reactants needed to synthesize it. The reactants are: NC(=O)c1c(Nc2ccc(C(=O)O)cc2)n[nH]c1N.O=Cc1ccc(O)cc1. (2) Given the product NC(=O)N1CC(Oc2cccc(C(F)(F)F)c2)C1, predict the reactants needed to synthesize it. The reactants are: FC(F)(F)c1cccc(OC2CN(C(c3ccccc3)c3ccccc3)C2)c1.O=C(Cl)N1CC(Oc2cccc(C(F)(F)F)c2)C1. (3) Given the product C[C@H]1C(=O)N(CCC(C)(C)C(=O)N2CCC3(CC3)[C@H](O)C2)CCN1C(=O)Nc1ccc(C(F)(F)F)c(Cl)c1, predict the reactants needed to synthesize it. The reactants are: C[C@@H]1NCCN(CCC(C)(C)C(=O)N2CCC3(CC3)[C@H](O)C2)C1=O.O=C=Nc1ccc(C(F)(F)F)c(Cl)c1.